The task is: Predict the reactants needed to synthesize the given product.. This data is from Full USPTO retrosynthesis dataset with 1.9M reactions from patents (1976-2016). (1) Given the product [C:32]1([C:28]2[O:29][C:30](=[O:31])[C:26](=[CH:25][N:19]3[CH2:20][CH2:21][N:16]([C:14]([NH:13][C:7]4[CH:12]=[CH:11][CH:10]=[CH:9][CH:8]=4)=[NH:15])[CH2:17][CH2:18]3)[N:27]=2)[C:41]2[C:36](=[CH:37][CH:38]=[CH:39][CH:40]=2)[CH:35]=[CH:34][CH:33]=1, predict the reactants needed to synthesize it. The reactants are: O1C=CNC1=O.[C:7]1([NH:13][C:14]([N:16]2[CH2:21][CH2:20][NH:19][CH2:18][CH2:17]2)=[NH:15])[CH:12]=[CH:11][CH:10]=[CH:9][CH:8]=1.C(O[CH:25]=[C:26]1[C:30](=[O:31])[O:29][C:28]([C:32]2[C:41]3[C:36](=[CH:37][CH:38]=[CH:39][CH:40]=3)[CH:35]=[CH:34][CH:33]=2)=[N:27]1)C. (2) Given the product [O:21]=[C:17]([C:11]1[C:10]2[C:14](=[CH:15][CH:16]=[C:8]([O:1][C:2]3[CH:3]=[CH:4][CH:5]=[CH:6][CH:7]=3)[CH:9]=2)[NH:13][CH:12]=1)[C:18]([Cl:20])=[O:19], predict the reactants needed to synthesize it. The reactants are: [O:1]([C:8]1[CH:9]=[C:10]2[C:14](=[CH:15][CH:16]=1)[NH:13][CH:12]=[CH:11]2)[C:2]1[CH:7]=[CH:6][CH:5]=[CH:4][CH:3]=1.[C:17](Cl)(=[O:21])[C:18]([Cl:20])=[O:19]. (3) Given the product [Br:1][C:2]1[CH:3]=[C:4]2[C:9](=[CH:10][CH:11]=1)[N:8]=[C:7]([CH3:12])[C:6]([S:13]([CH3:16])(=[O:15])=[O:14])=[C:5]2[N:18]1[CH2:23][CH2:22][O:21][CH2:20][CH2:19]1, predict the reactants needed to synthesize it. The reactants are: [Br:1][C:2]1[CH:3]=[C:4]2[C:9](=[CH:10][CH:11]=1)[N:8]=[C:7]([CH3:12])[C:6]([S:13]([CH3:16])(=[O:15])=[O:14])=[C:5]2Cl.[NH:18]1[CH2:23][CH2:22][O:21][CH2:20][CH2:19]1.C(N(CC)C(C)C)(C)C. (4) Given the product [CH2:1]([O:8][C:9]1[C:18](=[O:19])[N:17]2[C:12]([C:13]([CH3:21])([CH3:20])[O:14][CH2:15][CH2:16]2)=[N:11][C:10]=1[C:22]1[O:23][C:26]([CH2:27][C:28]2[CH:33]=[CH:32][C:31]([F:34])=[CH:30][CH:29]=2)=[N:25][N:24]=1)[C:2]1[CH:7]=[CH:6][CH:5]=[CH:4][CH:3]=1, predict the reactants needed to synthesize it. The reactants are: [CH2:1]([O:8][C:9]1[C:18](=[O:19])[N:17]2[C:12]([C:13]([CH3:21])([CH3:20])[O:14][CH2:15][CH2:16]2)=[N:11][C:10]=1[C:22]([NH:24][NH:25][C:26](=O)[CH2:27][C:28]1[CH:33]=[CH:32][C:31]([F:34])=[CH:30][CH:29]=1)=[O:23])[C:2]1[CH:7]=[CH:6][CH:5]=[CH:4][CH:3]=1.C1C=CC(P(C2C=CC=CC=2)C2C=CC=CC=2)=CC=1.CCN(C(C)C)C(C)C.ClC(Cl)(Cl)C(Cl)(Cl)Cl. (5) Given the product [CH3:15][O:1][CH:2]1[N:6]([C:7]([O:9][CH3:10])=[O:8])[C@H:5]([C:11]([O:13][CH3:14])=[O:12])[CH2:4][CH2:3]1, predict the reactants needed to synthesize it. The reactants are: [O:1]=[C:2]1[N:6]([C:7]([O:9][CH3:10])=[O:8])[C@H:5]([C:11]([O:13][CH3:14])=[O:12])[CH2:4][CH2:3]1.[CH2:15]([BH-](CC)CC)C.[Li+].O.C1(C)C=CC(S(O)(=O)=O)=CC=1. (6) Given the product [Cl:33][C:30]1[CH:29]=[CH:28][C:27]([S:24]([CH:23]([C:34]2[CH:39]=[C:38]([F:40])[CH:37]=[CH:36][C:35]=2[F:41])[CH:22]([CH3:42])[CH2:21][CH2:20][CH2:19][OH:18])(=[O:26])=[O:25])=[CH:32][CH:31]=1, predict the reactants needed to synthesize it. The reactants are: [Si]([O:18][CH2:19][CH2:20][CH2:21][CH:22]([CH3:42])[CH:23]([C:34]1[CH:39]=[C:38]([F:40])[CH:37]=[CH:36][C:35]=1[F:41])[S:24]([C:27]1[CH:32]=[CH:31][C:30]([Cl:33])=[CH:29][CH:28]=1)(=[O:26])=[O:25])(C(C)(C)C)(C1C=CC=CC=1)C1C=CC=CC=1.[F-].C([N+](CCCC)(CCCC)CCCC)CCC.O. (7) Given the product [C:41]([C:43]1[CH:48]=[CH:47][CH:46]=[CH:45][C:44]=1[S:49]([N:15]1[C:11]([C:10]2[C:5]([C:3]#[N:4])=[N:6][CH:7]=[CH:8][CH:9]=2)=[CH:12][C:13]([CH2:16][N:17]([CH3:25])[C:18](=[O:24])[O:19][C:20]([CH3:21])([CH3:22])[CH3:23])=[CH:14]1)(=[O:51])=[O:50])#[N:42], predict the reactants needed to synthesize it. The reactants are: [H-].[Na+].[C:3]([C:5]1[C:10]([C:11]2[NH:15][CH:14]=[C:13]([CH2:16][N:17]([CH3:25])[C:18](=[O:24])[O:19][C:20]([CH3:23])([CH3:22])[CH3:21])[CH:12]=2)=[CH:9][CH:8]=[CH:7][N:6]=1)#[N:4].C1OCCOCCOCCOCCOC1.[C:41]([C:43]1[CH:48]=[CH:47][CH:46]=[CH:45][C:44]=1[S:49](Cl)(=[O:51])=[O:50])#[N:42]. (8) The reactants are: [Br:1][C:2]1[CH:7]=[CH:6][C:5]([CH2:8][OH:9])=[C:4]([S:10]([CH3:13])(=[O:12])=[O:11])[CH:3]=1.[H-].[Na+].[CH3:16]I.O. Given the product [Br:1][C:2]1[CH:7]=[CH:6][C:5]([CH2:8][O:9][CH3:16])=[C:4]([S:10]([CH3:13])(=[O:12])=[O:11])[CH:3]=1, predict the reactants needed to synthesize it. (9) Given the product [Cl:12][C:13]1[N:14]=[CH:15][N:16]=[C:17]([C:2]2[CH:3]=[C:4]3[C:9](=[CH:10][CH:11]=2)[N:8]=[CH:7][CH:6]=[N:5]3)[C:18]=1[CH3:19], predict the reactants needed to synthesize it. The reactants are: Br[C:2]1[CH:3]=[C:4]2[C:9](=[CH:10][CH:11]=1)[N:8]=[CH:7][CH:6]=[N:5]2.[Cl:12][C:13]1[C:18]([CH3:19])=[C:17](Cl)[N:16]=[CH:15][N:14]=1. (10) The reactants are: [NH2:1][CH2:2][C:3]1[C:4](=[O:9])[NH:5][CH:6]=[N:7][N:8]=1.CCN(C(C)C)C(C)C.[CH:19]1([C:23](Cl)=[O:24])[CH2:22][CH2:21][CH2:20]1. Given the product [O:9]=[C:4]1[C:3]([CH2:2][NH:1][C:23]([CH:19]2[CH2:22][CH2:21][CH2:20]2)=[O:24])=[N:8][N:7]=[CH:6][NH:5]1, predict the reactants needed to synthesize it.